Dataset: Full USPTO retrosynthesis dataset with 1.9M reactions from patents (1976-2016). Task: Predict the reactants needed to synthesize the given product. (1) Given the product [CH3:20][C:19]1[CH:21]=[CH:22][C:16]([S:13]([O:11][C:4]2[C:5]3[C:10](=[CH:9][CH:8]=[CH:7][CH:6]=3)[C:1](=[O:12])[NH:2][N:3]=2)(=[O:15])=[O:14])=[CH:17][CH:18]=1, predict the reactants needed to synthesize it. The reactants are: [C:1]1(=[O:12])[C:10]2[C:5](=[CH:6][CH:7]=[CH:8][CH:9]=2)[C:4](=[O:11])[NH:3][NH:2]1.[S:13](Cl)([C:16]1[CH:22]=[CH:21][C:19]([CH3:20])=[CH:18][CH:17]=1)(=[O:15])=[O:14]. (2) Given the product [Br:1][C:2]1[CH:3]=[N:4][C:5]2[N:6]([N:8]=[C:9]([C:11]([N:16]3[CH2:17][CH2:18][C:19]4[C:24](=[CH:23][C:22]([C:25]([F:26])([F:28])[F:27])=[CH:21][CH:20]=4)[CH:15]3[CH3:14])=[O:13])[CH:10]=2)[CH:7]=1, predict the reactants needed to synthesize it. The reactants are: [Br:1][C:2]1[CH:3]=[N:4][C:5]2[N:6]([N:8]=[C:9]([C:11]([OH:13])=O)[CH:10]=2)[CH:7]=1.[CH3:14][CH:15]1[C:24]2[C:19](=[CH:20][CH:21]=[C:22]([C:25]([F:28])([F:27])[F:26])[CH:23]=2)[CH2:18][CH2:17][NH:16]1. (3) Given the product [Cl:14][C:11]1[CH:12]=[CH:13][C:8]([C:1]#[N:2])=[N:9][CH:10]=1, predict the reactants needed to synthesize it. The reactants are: [CH3:1][N:2](C)C(=O)C.Cl[C:8]1[CH:13]=[CH:12][C:11]([Cl:14])=[CH:10][N:9]=1. (4) Given the product [Br:25][CH2:2][C:3]1[CH:8]=[CH:7][C:6]([C:9]2[N:14]3[N:15]=[C:16]([NH:18][C:19]([CH:21]4[CH2:23][CH2:22]4)=[O:20])[N:17]=[C:13]3[CH:12]=[CH:11][CH:10]=2)=[CH:5][CH:4]=1, predict the reactants needed to synthesize it. The reactants are: O[CH2:2][C:3]1[CH:8]=[CH:7][C:6]([C:9]2[N:14]3[N:15]=[C:16]([NH:18][C:19]([CH:21]4[CH2:23][CH2:22]4)=[O:20])[N:17]=[C:13]3[CH:12]=[CH:11][CH:10]=2)=[CH:5][CH:4]=1.P(Br)(Br)[Br:25]. (5) Given the product [CH2:17]([N:18]([CH2:21][CH3:22])[CH2:19][CH2:20][N:12]1[CH:13]=[C:9]([B:4]2[O:5][C:6]([CH3:7])([CH3:8])[C:2]([CH3:14])([CH3:1])[O:3]2)[CH:10]=[N:11]1)[CH3:16], predict the reactants needed to synthesize it. The reactants are: [CH3:1][C:2]1([CH3:14])[C:6]([CH3:8])([CH3:7])[O:5][B:4]([C:9]2[CH:10]=[N:11][NH:12][CH:13]=2)[O:3]1.Cl[CH2:16][CH2:17][N:18]([CH2:21][CH3:22])[CH2:19][CH3:20].C([O-])([O-])=O.[K+].[K+]. (6) Given the product [CH3:126][C:106]1[CH:107]=[C:108]2[C:51]([CH3:52])([CH3:50])[CH2:46][CH2:100][C:102]([CH3:109])([CH3:101])[C:103]2=[CH:104][C:105]=1[C:17]([C:18]1[CH:70]=[CH:71][C:23]([C:24]([OH:26])=[O:25])=[CH:22][CH:19]=1)=[CH2:16], predict the reactants needed to synthesize it. The reactants are: CC1OC(C2C=CC=CC=2)=NC=1CCO[C:16]1[CH:17]=[CH:18][C:19]([CH2:22][C@H:23](NC2C=CC=CC=2C(C2C=CC=CC=2)=O)[C:24]([OH:26])=[O:25])=CC=1.CN1[C:52](=O)[C:51]2[CH:50]=CC=C[C:46]=2N=C1COC1C=[CH:46][C:51]([CH2:52]C2SC(=O)NC2=O)=[CH:50]C=1.[CH3:70][CH2:71]CN[C@H](C(O)=O)CC1C=CC(OCCC2N=C(C3C=CC=CC=3)OC=2C)=CC=1.[CH2:100]1[C:102]([C:109](NC2C=CC(CC3SC(=O)NC3=O)=CC=2)=O)([C:103]2[CH:108]=[CH:107][CH:106]=[CH:105][CH:104]=2)[CH2:101]1.[CH3:126]N1C(COC2C=CC(CC3SC(=O)NC3=O)=CC=2)=NC2C=CC(OC)=CC1=2. (7) The reactants are: [Br:1][C:2]1[C:3]([N:22]2[CH2:26][CH2:25][C@@H:24]([OH:27])[CH2:23]2)=[N:4][CH:5]=[C:6]([CH:21]=1)[C:7]([NH:9][C:10]1[CH:15]=[CH:14][C:13]([O:16][C:17]([F:20])([F:19])[F:18])=[CH:12][CH:11]=1)=[O:8].Cl.[OH:29][CH2:30]C1CNCC1O. Given the product [Br:1][C:2]1[C:3]([N:22]2[CH2:26][C@@H:25]([CH2:30][OH:29])[C@H:24]([OH:27])[CH2:23]2)=[N:4][CH:5]=[C:6]([CH:21]=1)[C:7]([NH:9][C:10]1[CH:15]=[CH:14][C:13]([O:16][C:17]([F:19])([F:20])[F:18])=[CH:12][CH:11]=1)=[O:8], predict the reactants needed to synthesize it. (8) Given the product [N:11]([CH2:2][C:3]1[CH:8]=[CH:7][C:6]([O:9][CH3:10])=[CH:5][CH:4]=1)=[N+:12]=[N-:13], predict the reactants needed to synthesize it. The reactants are: Cl[CH2:2][C:3]1[CH:8]=[CH:7][C:6]([O:9][CH3:10])=[CH:5][CH:4]=1.[N-:11]=[N+:12]=[N-:13].[Na+].C(Cl)Cl. (9) The reactants are: [CH3:1][C:2]1[C:3]2[N:4]([C:14]([CH:17]=O)=[CH:15][N:16]=2)[CH:5]=[C:6]([C:8]2[CH:9]=[N:10][CH:11]=[CH:12][CH:13]=2)[CH:7]=1.[CH3:19][NH:20][NH2:21].[CH3:22][C:23]1[CH:28]=[CH:27][C:26]([F:29])=[CH:25][C:24]=1[S:30](Cl)(=[O:32])=[O:31]. Given the product [F:29][C:26]1[CH:27]=[CH:28][C:23]([CH3:22])=[C:24]([S:30]([N:20]([CH3:19])/[N:21]=[CH:17]/[C:14]2[N:4]3[CH:5]=[C:6]([C:8]4[CH:9]=[N:10][CH:11]=[CH:12][CH:13]=4)[CH:7]=[C:2]([CH3:1])[C:3]3=[N:16][CH:15]=2)(=[O:32])=[O:31])[CH:25]=1, predict the reactants needed to synthesize it. (10) Given the product [C:28]([C:30]1[CH:31]=[CH:32][C:33]([C:34]2[O:36][C:37]3[CH:44]=[CH:43][C:42]([O:7][CH2:1][CH2:2][CH2:3][CH2:4][CH2:5][CH3:6])=[CH:41][C:38]=3[CH:39]=2)=[CH:52][CH:53]=1)#[N:29], predict the reactants needed to synthesize it. The reactants are: [CH2:1]([O:7]C1C=CC(C=O)=C(O)C=1)[CH2:2][CH2:3][CH2:4][CH2:5][CH3:6].[Na].C(C1C=CC(CBr)=CC=1)#N.[C:28]([C:30]1[CH:53]=[CH:52][C:33]([C:34]([O:36][C:37]2[CH:44]=[C:43](OCCCCCC)[CH:42]=[CH:41][C:38]=2[CH:39]=O)=O)=[CH:32][CH:31]=1)#[N:29].